Predict the reaction yield, written as a fraction of the theoretical maximum amount of product (1.0 means a 100% yield; for example, 0.34 means a 34% yield). From a dataset of Reaction yield outcomes from USPTO patents with 853,638 reactions. (1) The reactants are [O:1]1[CH2:3][CH:2]1[CH2:4][N:5]1[CH2:14][CH2:13][C:12]2[C:7](=[CH:8][CH:9]=[CH:10][CH:11]=2)[CH2:6]1.[NH3:15]. The catalyst is CCO. The product is [NH2:15][CH2:3][CH:2]([OH:1])[CH2:4][N:5]1[CH2:14][CH2:13][C:12]2[C:7](=[CH:8][CH:9]=[CH:10][CH:11]=2)[CH2:6]1. The yield is 0.960. (2) The reactants are [Br:1][C:2]1[CH:7]=[CH:6][C:5]([NH:8][C:9]2[C:10]([C:17]([OH:19])=O)=[CH:11][N:12]([CH3:16])[C:13](=[O:15])[CH:14]=2)=[C:4]([F:20])[CH:3]=1.CCN=C=NCCCN(C)C.C1C=CC2N(O)N=NC=2C=1.[CH:42]([O:44][CH2:45][CH2:46][O:47][NH2:48])=[CH2:43].CCN(CC)CC. The catalyst is CN(C=O)C.CCOC(C)=O. The product is [CH:42]([O:44][CH2:45][CH2:46][O:47][NH:48][C:17]([C:10]1[C:9]([NH:8][C:5]2[CH:6]=[CH:7][C:2]([Br:1])=[CH:3][C:4]=2[F:20])=[CH:14][C:13](=[O:15])[N:12]([CH3:16])[CH:11]=1)=[O:19])=[CH2:43]. The yield is 0.520. (3) The reactants are [OH:1][C@H:2]1[CH2:7][CH2:6][C@H:5]([N:8]2[C:13](=[O:14])[C:12]([CH2:15][C:16]3[CH:21]=[CH:20][C:19]([C:22]4[C:23]([C:28]#[N:29])=[CH:24][CH:25]=[CH:26][CH:27]=4)=[CH:18][CH:17]=3)=[C:11]([CH2:30][CH2:31][CH3:32])[N:10]3[N:33]=[CH:34][N:35]=[C:9]23)[CH2:4][CH2:3]1.C([O:38][C:39](=[O:45])[CH:40](C)[CH2:41][N+]#N)C. The catalyst is C1(C)C=CC=CC=1.C([O-])(=O)C.[Rh+]. The product is [C:28]([C:23]1[CH:24]=[CH:25][CH:26]=[CH:27][C:22]=1[C:19]1[CH:20]=[CH:21][C:16]([CH2:15][C:12]2[C:13](=[O:14])[N:8]([C@H:5]3[CH2:6][CH2:7][C@H:2]([O:1][CH:40]([CH3:41])[C:39]([OH:45])=[O:38])[CH2:3][CH2:4]3)[C:9]3[N:10]([N:33]=[CH:34][N:35]=3)[C:11]=2[CH2:30][CH2:31][CH3:32])=[CH:17][CH:18]=1)#[N:29]. The yield is 0.890. (4) No catalyst specified. The yield is 0.820. The product is [F:22][C:19]([F:20])([F:21])[S:16]([NH:15][CH2:14][CH2:13][C:11]1[S:12][C:8]([C:5]2[CH:4]=[CH:3][C:2]([NH:1][C:33]([NH:32][C:25]3[C:26]([F:31])=[CH:27][C:28]([F:30])=[CH:29][C:24]=3[F:23])=[O:34])=[CH:7][CH:6]=2)=[CH:9][N:10]=1)(=[O:18])=[O:17]. The reactants are [NH2:1][C:2]1[CH:7]=[CH:6][C:5]([C:8]2[S:12][C:11]([CH2:13][CH2:14][NH:15][S:16]([C:19]([F:22])([F:21])[F:20])(=[O:18])=[O:17])=[N:10][CH:9]=2)=[CH:4][CH:3]=1.[F:23][C:24]1[CH:29]=[C:28]([F:30])[CH:27]=[C:26]([F:31])[C:25]=1[N:32]=[C:33]=[O:34]. (5) The reactants are C(OC([N:11]1[CH2:16][CH:15]=[C:14]([C:17]2[CH:38]=[CH:37][C:20]([O:21][CH2:22][CH2:23][N:24]3[CH2:29][CH2:28][N:27]([C:30]([O:32][C:33]([CH3:36])([CH3:35])[CH3:34])=[O:31])[CH2:26][CH2:25]3)=[CH:19][CH:18]=2)[CH2:13][CH2:12]1)=O)C1C=CC=CC=1. The catalyst is [Pd].CO. The product is [NH:11]1[CH2:16][CH2:15][CH:14]([C:17]2[CH:38]=[CH:37][C:20]([O:21][CH2:22][CH2:23][N:24]3[CH2:29][CH2:28][N:27]([C:30]([O:32][C:33]([CH3:34])([CH3:36])[CH3:35])=[O:31])[CH2:26][CH2:25]3)=[CH:19][CH:18]=2)[CH2:13][CH2:12]1. The yield is 0.900. (6) The catalyst is O1CCOCC1. The product is [CH2:45]([O:52][C:26]([NH:23][C:14]1[C:13](=[O:20])[N:12]2[C@H:8]([C:6]([O:5][C:1]([CH3:2])([CH3:3])[CH3:4])=[O:7])[CH2:9][CH2:10][C:11]2=[N:16][CH:15]=1)=[O:35])[C:46]1[CH:51]=[CH:50][CH:49]=[CH:48][CH:47]=1. The reactants are [C:1]([O:5][C:6]([C@H:8]1[N:12]2[C:13](=[O:20])[C:14](C(O)=O)=[CH:15][N:16]=[C:11]2[CH2:10][CH2:9]1)=[O:7])([CH3:4])([CH3:3])[CH3:2].C([N:23]([CH2:26]C)CC)C.C1C=CC(P(N=[N+]=[N-])(C2C=CC=CC=2)=[O:35])=CC=1.[CH2:45]([OH:52])[C:46]1[CH:51]=[CH:50][CH:49]=[CH:48][CH:47]=1. The yield is 0.730. (7) The reactants are [NH2:1][C:2]1[CH:13]=[CH:12][C:5]2=[CH:6][CH:7]=[CH:8][C:9](=[O:11])[N:10]=[C:4]2[CH:3]=1.C(N(CC)CC)C.[C:21](O[C:21]([O:23][C:24]([CH3:27])([CH3:26])[CH3:25])=[O:22])([O:23][C:24]([CH3:27])([CH3:26])[CH3:25])=[O:22]. The catalyst is CN(C=O)C. The product is [C:24]([O:23][C:21](=[O:22])[NH:1][C:2]1[CH:13]=[CH:12][C:5]2[CH2:6][CH2:7][CH2:8][C:9](=[O:11])[NH:10][C:4]=2[CH:3]=1)([CH3:27])([CH3:26])[CH3:25]. The yield is 0.640. (8) The reactants are FC(F)(F)S(O[C:7]1[CH:12]=[CH:11][CH:10]=[C:9]([C:13]2[C:22]3[CH2:21][CH2:20][C@H:19]4[C@H:23]([CH3:28])[C:24](=[O:27])[CH2:25][CH2:26][C@:18]4([C:29]4[CH:34]=[CH:33][CH:32]=[CH:31][CH:30]=4)[C:17]=3[N:16]=[C:15]([CH3:35])[N:14]=2)[CH:8]=1)(=O)=O.[OH:38][C:39]1[CH:44]=[CH:43][C:42](B(O)O)=[CH:41][CH:40]=1.[F-].[K+].[O-]P([O-])([O-])=O.[K+].[K+].[K+]. The catalyst is O1CCOCC1.O.C1C=CC([P]([Pd]([P](C2C=CC=CC=2)(C2C=CC=CC=2)C2C=CC=CC=2)([P](C2C=CC=CC=2)(C2C=CC=CC=2)C2C=CC=CC=2)[P](C2C=CC=CC=2)(C2C=CC=CC=2)C2C=CC=CC=2)(C2C=CC=CC=2)C2C=CC=CC=2)=CC=1. The product is [OH:38][C:39]1[CH:44]=[CH:43][C:42]([C:11]2[CH:12]=[CH:7][CH:8]=[C:9]([C:13]3[C:22]4[CH2:21][CH2:20][C@H:19]5[C@H:23]([CH3:28])[C:24](=[O:27])[CH2:25][CH2:26][C@:18]5([C:29]5[CH:34]=[CH:33][CH:32]=[CH:31][CH:30]=5)[C:17]=4[N:16]=[C:15]([CH3:35])[N:14]=3)[CH:10]=2)=[CH:41][CH:40]=1. The yield is 0.640. (9) The reactants are [OH:1][C:2]1[N:6]([C:7]2[CH:12]=[CH:11][CH:10]=[CH:9][C:8]=2[CH3:13])[N:5]=[C:4]([C:14]([O:16][CH2:17][CH3:18])=[O:15])[CH:3]=1.C(=O)([O-])[O-].[K+].[K+].CN(C)C=O.[CH2:30](Br)[CH:31]([CH3:33])[CH3:32]. The catalyst is C(OCC)(=O)C. The product is [CH2:30]([O:1][C:2]1[N:6]([C:7]2[CH:12]=[CH:11][CH:10]=[CH:9][C:8]=2[CH3:13])[N:5]=[C:4]([C:14]([O:16][CH2:17][CH3:18])=[O:15])[CH:3]=1)[CH:31]([CH3:33])[CH3:32]. The yield is 0.870. (10) The reactants are [Br:1][C:2]1[CH:7]=[CH:6][C:5]([S:8](Cl)(=[O:10])=[O:9])=[CH:4][C:3]=1[F:12].[CH:13]1([NH2:16])[CH2:15][CH2:14]1. The catalyst is ClCCl. The product is [Br:1][C:2]1[CH:7]=[CH:6][C:5]([S:8]([NH:16][CH:13]2[CH2:15][CH2:14]2)(=[O:10])=[O:9])=[CH:4][C:3]=1[F:12]. The yield is 0.860.